This data is from Forward reaction prediction with 1.9M reactions from USPTO patents (1976-2016). The task is: Predict the product of the given reaction. (1) Given the reactants Br[CH2:2][C:3]([C:5]1[CH:10]=[CH:9][CH:8]=[C:7]([C:11]([F:14])([F:13])[F:12])[CH:6]=1)=O.[NH2:15][C:16]1[C:17]([C:22]([O:24][CH3:25])=[O:23])=[N:18][CH:19]=[CH:20][N:21]=1.O, predict the reaction product. The product is: [F:12][C:11]([F:14])([F:13])[C:7]1[CH:6]=[C:5]([C:3]2[N:15]=[C:16]3[C:17]([C:22]([O:24][CH3:25])=[O:23])=[N:18][CH:19]=[CH:20][N:21]3[CH:2]=2)[CH:10]=[CH:9][CH:8]=1. (2) Given the reactants C1(N2CCN3C(CC4(C5C=CC=CC=5)CCCC4)=NC(=O)C(O)=C3C2=O)CC1.C([O:36][C:37]1[C:42](=[O:43])[N:41]=[C:40]([CH2:44][C:45]2([C:50]3[CH:55]=[CH:54][CH:53]=[CH:52][CH:51]=3)[CH2:49][CH2:48][CH2:47][CH2:46]2)[N:39]2[CH2:56][CH2:57][N:58]([CH:61]3[CH2:64][O:63][CH2:62]3)[C:59](=[O:60])[C:38]=12)C1C=CC=CC=1, predict the reaction product. The product is: [OH:36][C:37]1[C:42](=[O:43])[N:41]=[C:40]([CH2:44][C:45]2([C:50]3[CH:55]=[CH:54][CH:53]=[CH:52][CH:51]=3)[CH2:49][CH2:48][CH2:47][CH2:46]2)[N:39]2[CH2:56][CH2:57][N:58]([CH:61]3[CH2:62][O:63][CH2:64]3)[C:59](=[O:60])[C:38]=12. (3) Given the reactants [C:1]([C:3](=[C:7]([S:10][CH3:11])SC)[C:4]([NH2:6])=[O:5])#[N:2].[Cl:12][C:13]1[CH:14]=[C:15]([CH:17]=[CH:18][CH:19]=1)[NH2:16], predict the reaction product. The product is: [Cl:12][C:13]1[CH:14]=[C:15]([NH:16][C:7]([S:10][CH3:11])=[C:3]([C:1]#[N:2])[C:4]([NH2:6])=[O:5])[CH:17]=[CH:18][CH:19]=1. (4) Given the reactants [CH2:1]=[CH:2][C:3]1[CH:8]=[CH:7][CH:6]=[CH:5][CH:4]=1.[CH2:9]=[CH2:10].CO.Cl, predict the reaction product. The product is: [CH2:1]=[CH:2][C:3]1[CH:8]=[CH:7][CH:6]=[CH:5][CH:4]=1.[CH2:9]=[CH2:10]. (5) Given the reactants [CH2:1]([O:4][C:5]1[N:10]=[N:9][C:8]([NH2:11])=[CH:7][CH:6]=1)[CH2:2][CH3:3].Br[CH2:13][C:14]([C:16]1[CH:21]=[CH:20][C:19]([O:22][CH2:23][CH2:24][O:25][CH3:26])=[CH:18][CH:17]=1)=O.C(=O)(O)[O-].[Na+], predict the reaction product. The product is: [CH3:26][O:25][CH2:24][CH2:23][O:22][C:19]1[CH:18]=[CH:17][C:16]([C:14]2[N:11]=[C:8]3[CH:7]=[CH:6][C:5]([O:4][CH2:1][CH2:2][CH3:3])=[N:10][N:9]3[CH:13]=2)=[CH:21][CH:20]=1. (6) Given the reactants C([O:3][C:4]([C:6]1[C:7]2[N:8]=[CH:9][CH:10]=[N:11][C:12]=2[C:13]([C:16]2[C:21]([F:22])=[C:20]([O:23][CH3:24])[CH:19]=[C:18]([O:25][CH3:26])[C:17]=2[F:27])=[CH:14][CH:15]=1)=O)C.[CH3:28][N:29]1[CH2:34][CH2:33][N:32]([CH2:35][C:36]2[CH:37]=[CH:38][C:39]([NH:42]C(C3C4N=CC=NC=4C(C4C(Cl)=C(OC)C=C(OC)C=4Cl)=CC=3)=O)=[N:40][CH:41]=2)[CH2:31][CH2:30]1, predict the reaction product. The product is: [CH3:28][N:29]1[CH2:34][CH2:33][N:32]([CH2:35][C:36]2[CH:37]=[CH:38][C:39]([NH:42][C:4]([C:6]3[C:7]4[N:8]=[CH:9][CH:10]=[N:11][C:12]=4[C:13]([C:16]4[C:17]([F:27])=[C:18]([O:25][CH3:26])[CH:19]=[C:20]([O:23][CH3:24])[C:21]=4[F:22])=[CH:14][CH:15]=3)=[O:3])=[N:40][CH:41]=2)[CH2:31][CH2:30]1.